This data is from Reaction yield outcomes from USPTO patents with 853,638 reactions. The task is: Predict the reaction yield, written as a fraction of the theoretical maximum amount of product (1.0 means a 100% yield; for example, 0.34 means a 34% yield). (1) The reactants are Cl[C:2]1[C:11]2[C:6](=[CH:7][CH:8]=[C:9]([N+:12]([O-:14])=[O:13])[CH:10]=2)[N:5]=[CH:4][C:3]=1[C:15]([O:17]CC)=O.[C:20]1([NH:26][NH2:27])[CH:25]=[CH:24][CH:23]=[CH:22][CH:21]=1. The catalyst is C(N(CC)CC)C. The product is [N+:12]([C:9]1[CH:8]=[CH:7][C:6]2[NH:5][CH:4]=[C:3]3[C:15](=[O:17])[N:26]([C:20]4[CH:25]=[CH:24][CH:23]=[CH:22][CH:21]=4)[N:27]=[C:2]3[C:11]=2[CH:10]=1)([O-:14])=[O:13]. The yield is 0.850. (2) The reactants are Cl[C:2]1[N:7]=[C:6]([NH:8][C:9]2[CH:14]=[CH:13][C:12]([O:15][CH2:16][CH3:17])=[CH:11][CH:10]=2)[C:5]([F:18])=[CH:4][N:3]=1.C(N(C(C)C)C(C)C)C.[CH2:28]1[CH2:38][O:37][C:36]2[CH:35]=[CH:34][C:32]([NH2:33])=[CH:31][C:30]=2[O:29]1. The catalyst is C(O)CO. The product is [CH2:16]([O:15][C:12]1[CH:13]=[CH:14][C:9]([NH:8][C:6]2[C:5]([F:18])=[CH:4][N:3]=[C:2]([NH:33][C:32]3[CH:34]=[CH:35][C:36]4[O:37][CH2:38][CH2:28][O:29][C:30]=4[CH:31]=3)[N:7]=2)=[CH:10][CH:11]=1)[CH3:17]. The yield is 0.600. (3) The reactants are [Br:1][C:2]1[CH:3]=[C:4]2[C:24](=[CH:25][CH:26]=1)[C:8]1[NH:9][C:10]([C@@H:12]3[CH2:16][CH2:15][CH2:14][N:13]3C(OC(C)(C)C)=O)=[N:11][C:7]=1[CH:6]=[CH:5]2.Cl.[CH3:28][O:29][C:30]([NH:32][C@@H:33]([CH:37]([CH3:39])[CH3:38])[C:34](O)=[O:35])=[O:31].CN(C(ON1N=NC2C=CC=NC1=2)=[N+](C)C)C.F[P-](F)(F)(F)(F)F.CCN(C(C)C)C(C)C. The catalyst is C(Cl)Cl.CCOC(C)=O.CN(C=O)C. The product is [Br:1][C:2]1[CH:3]=[C:4]2[C:24](=[CH:25][CH:26]=1)[C:8]1[NH:9][C:10]([C@@H:12]3[CH2:16][CH2:15][CH2:14][N:13]3[C:34](=[O:35])[C@@H:33]([NH:32][C:30](=[O:31])[O:29][CH3:28])[CH:37]([CH3:39])[CH3:38])=[N:11][C:7]=1[CH:6]=[CH:5]2. The yield is 1.00. (4) The yield is 0.990. The reactants are Cl[C:2]1[CH:7]=[CH:6][C:5]([C@@H:8]2[CH2:12][CH2:11][CH2:10][N:9]2[CH3:13])=[CH:4][N:3]=1.C1(P(C2CCCCC2)C2C=CC=CC=2C2C=CC=CC=2)CCCCC1.[Li+].C[Si]([N-:44][Si](C)(C)C)(C)C.[NH4+].[Cl-]. The catalyst is CCOC(C)=O.C1C=CC(/C=C/C(/C=C/C2C=CC=CC=2)=O)=CC=1.C1C=CC(/C=C/C(/C=C/C2C=CC=CC=2)=O)=CC=1.C1C=CC(/C=C/C(/C=C/C2C=CC=CC=2)=O)=CC=1.[Pd].[Pd].C1COCC1. The product is [CH3:13][N:9]1[CH2:10][CH2:11][CH2:12][C@H:8]1[C:5]1[CH:6]=[CH:7][C:2]([NH2:44])=[N:3][CH:4]=1. (5) The reactants are [NH2:1][C:2]1[C:3]([NH:13][CH2:14][CH2:15][CH2:16][OH:17])=[C:4]([CH:9]=[CH:10][C:11]=1[Cl:12])[C:5]([O:7][CH3:8])=[O:6].[Br:18][C:19]1[CH:24]=[CH:23][C:22]([N:25]=[C:26]=S)=[C:21]([Cl:28])[CH:20]=1.NC(N)=S.Cl.C(N=C=NCCCN(C)C)C.C(N(CC)CC)C. The catalyst is O1CCCC1.C(=O)([O-])O.[Na+]. The product is [Br:18][C:19]1[CH:24]=[CH:23][C:22]([NH:25][C:26]2[N:13]([CH2:14][CH2:15][CH2:16][OH:17])[C:3]3[C:4]([C:5]([O:7][CH3:8])=[O:6])=[CH:9][CH:10]=[C:11]([Cl:12])[C:2]=3[N:1]=2)=[C:21]([Cl:28])[CH:20]=1. The yield is 0.650. (6) The reactants are [F:1][C:2]1[CH:7]=[C:6]([F:8])[CH:5]=[CH:4][C:3]=1[C:9]1[S:10][CH:11]=[C:12]([NH2:14])[N:13]=1.Cl.[N:16]1[CH:21]=[CH:20][C:19]([NH:22][C:23]2[CH:31]=[CH:30][C:26]([C:27](Cl)=[O:28])=[CH:25][CH:24]=2)=[N:18][CH:17]=1. The catalyst is N1C=CC=CC=1. The product is [F:1][C:2]1[CH:7]=[C:6]([F:8])[CH:5]=[CH:4][C:3]=1[C:9]1[S:10][CH:11]=[C:12]([NH:14][C:27](=[O:28])[C:26]2[CH:25]=[CH:24][C:23]([NH:22][C:19]3[CH:20]=[CH:21][N:16]=[CH:17][N:18]=3)=[CH:31][CH:30]=2)[N:13]=1. The yield is 0.220. (7) The reactants are [F:1][CH:2]([F:10])[C:3](=[C:5]([C:8]#[N:9])[C:6]#[N:7])O.P(Cl)(Cl)(Cl)(Cl)[Cl:12]. The catalyst is C(Cl)Cl. The product is [Cl:12][C:3](=[C:5]([C:8]#[N:9])[C:6]#[N:7])[CH:2]([F:10])[F:1]. The yield is 1.07.